The task is: Regression. Given a peptide amino acid sequence and an MHC pseudo amino acid sequence, predict their binding affinity value. This is MHC class II binding data.. This data is from Peptide-MHC class II binding affinity with 134,281 pairs from IEDB. (1) The peptide sequence is WKRMEVGQQAVEVWQ. The MHC is DRB1_0101 with pseudo-sequence DRB1_0101. The binding affinity (normalized) is 0.619. (2) The peptide sequence is YDKFLANVSTRLTGK. The MHC is DRB1_1101 with pseudo-sequence DRB1_1101. The binding affinity (normalized) is 0.691. (3) The binding affinity (normalized) is 0.0904. The peptide sequence is ALTALIRDPPADSTG. The MHC is DRB1_0802 with pseudo-sequence DRB1_0802. (4) The peptide sequence is VVAVDIKEKGKDKWI. The MHC is DRB1_1602 with pseudo-sequence DRB1_1602. The binding affinity (normalized) is 0.120. (5) The peptide sequence is KQQGIRYANPIAFFR. The MHC is DRB1_1602 with pseudo-sequence DRB1_1602. The binding affinity (normalized) is 0.633. (6) The peptide sequence is SKGSSSELSAQQKK. The MHC is DRB1_0401 with pseudo-sequence DRB1_0401. The binding affinity (normalized) is 0. (7) The peptide sequence is RTKYTATISGLKPGV. The MHC is DRB3_0101 with pseudo-sequence DRB3_0101. The binding affinity (normalized) is 0.0886.